Dataset: Catalyst prediction with 721,799 reactions and 888 catalyst types from USPTO. Task: Predict which catalyst facilitates the given reaction. (1) Reactant: [CH:1]([O:4][C:5](=[O:26])[C@H:6]([CH2:18][C:19]1[CH:24]=[CH:23][C:22]([NH2:25])=[CH:21][CH:20]=1)[NH:7][C:8](=[O:17])[C:9]1[C:14]([Cl:15])=[CH:13][CH:12]=[CH:11][C:10]=1[Cl:16])([CH3:3])[CH3:2].O.ON1C2C=CC=CC=2N=N1.[I:38][C:39]1[CH:47]=[C:43]([C:44](O)=[O:45])[C:42]([NH2:48])=[CH:41][CH:40]=1.Cl.C(N=C=NCCCN(C)C)C. Product: [CH:1]([O:4][C:5](=[O:26])[C@H:6]([CH2:18][C:19]1[CH:20]=[CH:21][C:22]([NH:25][C:44](=[O:45])[C:43]2[CH:47]=[C:39]([I:38])[CH:40]=[CH:41][C:42]=2[NH2:48])=[CH:23][CH:24]=1)[NH:7][C:8](=[O:17])[C:9]1[C:10]([Cl:16])=[CH:11][CH:12]=[CH:13][C:14]=1[Cl:15])([CH3:3])[CH3:2]. The catalyst class is: 42. (2) Product: [CH3:27][O:26][N:25]([CH3:24])[C:12](=[O:14])[C:11]1[CH:15]=[CH:16][N:17]=[C:9]([O:8][CH3:7])[CH:10]=1. Reactant: C(Cl)(=O)C(Cl)=O.[CH3:7][O:8][C:9]1[CH:10]=[C:11]([CH:15]=[CH:16][N:17]=1)[C:12]([OH:14])=O.CN(C)C=O.Cl.[CH3:24][NH:25][O:26][CH3:27].C(N(CC)CC)C. The catalyst class is: 4. (3) Reactant: [Cl:1][C:2]1[CH:3]=[C:4]([N:9]2[C:13](=[O:14])[C:12](=[O:15])[N:11]=[C:10]2SC)[CH:5]=[CH:6][C:7]=1[Cl:8].[CH2:18]([O:25][C:26]([NH:28][C:29]([NH:31][CH:32]([CH3:34])[CH3:33])=[NH:30])=[O:27])[C:19]1[CH:24]=[CH:23][CH:22]=[CH:21][CH:20]=1. Product: [Cl:1][C:2]1[CH:3]=[C:4]([N:9]2[C:13](=[O:14])[C:12](=[O:15])[NH:11][C:10]2=[N:30][C:29]([NH:31][CH:32]([CH3:34])[CH3:33])=[N:28][C:26]([O:25][CH2:18][C:19]2[CH:24]=[CH:23][CH:22]=[CH:21][CH:20]=2)=[O:27])[CH:5]=[CH:6][C:7]=1[Cl:8]. The catalyst class is: 22. (4) Reactant: [C:1]([O:4][CH2:5][CH2:6][N:7]1[CH:16]=[CH:15][C:14]2[C:9](=[CH:10][CH:11]=[CH:12][C:13]=2[N+:17]([O-])=O)[C:8]1=[O:20])(=[O:3])[CH3:2]. Product: [C:1]([O:4][CH2:5][CH2:6][N:7]1[CH:16]=[CH:15][C:14]2[C:9](=[CH:10][CH:11]=[CH:12][C:13]=2[NH2:17])[C:8]1=[O:20])(=[O:3])[CH3:2]. The catalyst class is: 19. (5) Reactant: [CH3:1][CH:2]([O:4][C:5]1[CH:6]=[C:7]([O:20][C:21]2[CH:31]=[CH:30][C:24]([C:25]([O:27]CC)=[O:26])=[CH:23][CH:22]=2)[CH:8]=[C:9]([C:11]([NH:13][C:14]2[S:18][N:17]=[C:16]([CH3:19])[N:15]=2)=[O:12])[CH:10]=1)[CH3:3].O.[OH-].[Li+]. Product: [CH3:3][CH:2]([O:4][C:5]1[CH:6]=[C:7]([O:20][C:21]2[CH:22]=[CH:23][C:24]([C:25]([OH:27])=[O:26])=[CH:30][CH:31]=2)[CH:8]=[C:9]([C:11]([NH:13][C:14]2[S:18][N:17]=[C:16]([CH3:19])[N:15]=2)=[O:12])[CH:10]=1)[CH3:1]. The catalyst class is: 20.